The task is: Predict which catalyst facilitates the given reaction.. This data is from Catalyst prediction with 721,799 reactions and 888 catalyst types from USPTO. (1) Reactant: [CH2:1]([O:3][C@@H:4]([CH2:8][C:9]1[CH:14]=[CH:13][C:12]([OH:15])=[CH:11][CH:10]=1)[C:5]([OH:7])=[O:6])[CH3:2].[CH2:16](O)[CH3:17]. Product: [CH2:16]([O:6][C:5](=[O:7])[C@@H:4]([O:3][CH2:1][CH3:2])[CH2:8][C:9]1[CH:10]=[CH:11][C:12]([OH:15])=[CH:13][CH:14]=1)[CH3:17]. The catalyst class is: 309. (2) The catalyst class is: 11. Product: [C:35]([O:30][C:28]1[CH:27]=[CH:26][C:25]([CH3:31])=[C:24]([C:22]([N:19]2[CH2:20][CH2:21][CH:16]([N:14]3[C:13](=[O:32])[C:12]([CH3:34])([CH3:33])[C:11]([C:5]4[CH:6]=[CH:7][C:8]([O:9][CH3:10])=[C:3]([O:2][CH3:1])[CH:4]=4)=[N:15]3)[CH2:17][CH2:18]2)=[O:23])[CH:29]=1)([CH3:38])([CH3:37])[CH3:36]. Reactant: [CH3:1][O:2][C:3]1[CH:4]=[C:5]([C:11]2[C:12]([CH3:34])([CH3:33])[C:13](=[O:32])[N:14]([CH:16]3[CH2:21][CH2:20][N:19]([C:22]([C:24]4[CH:29]=[C:28]([OH:30])[CH:27]=[CH:26][C:25]=4[CH3:31])=[O:23])[CH2:18][CH2:17]3)[N:15]=2)[CH:6]=[CH:7][C:8]=1[O:9][CH3:10].[C:35](OC(O[C:35]([CH3:38])([CH3:37])[CH3:36])N(C)C)([CH3:38])([CH3:37])[CH3:36]. (3) Product: [O:17]=[C:10]1[C:9]2[C:13](=[C:5]([C:3]([OH:4])=[O:2])[CH:6]=[CH:7][CH:8]=2)[N:12]2[CH:14]=[CH:15][CH:16]=[C:11]12. The catalyst class is: 72. Reactant: C[O:2][C:3]([C:5]1[CH:6]=[CH:7][CH:8]=[C:9]2[C:13]=1[N:12]1[CH:14]=[CH:15][CH:16]=[C:11]1[C:10]2=[O:17])=[O:4].O.[OH-].[Li+]. (4) Reactant: Cl.[NH2:2][C:3]1[CH:8]=[CH:7][C:6]([NH:9][C:10]([NH:12][C:13](=[O:24])[C:14]2[CH:19]=[CH:18][C:17]([C:20]([CH3:23])([CH3:22])[CH3:21])=[CH:16][CH:15]=2)=[S:11])=[CH:5][C:4]=1[O:25][CH3:26].[Cl:27][C:28]1[CH:35]=[CH:34][CH:33]=[CH:32][C:29]=1[CH:30]=O.C(O[BH-](OC(=O)C)OC(=O)C)(=O)C. Product: [C:20]([C:17]1[CH:18]=[CH:19][C:14]([C:13]([NH:12][C:10](=[S:11])[NH:9][C:6]2[CH:7]=[CH:8][C:3]([NH:2][CH2:30][C:29]3[CH:32]=[CH:33][CH:34]=[CH:35][C:28]=3[Cl:27])=[C:4]([O:25][CH3:26])[CH:5]=2)=[O:24])=[CH:15][CH:16]=1)([CH3:21])([CH3:22])[CH3:23]. The catalyst class is: 4. (5) Reactant: [C:1]([C:4]1[N:5]=[C:6]([CH2:39][CH3:40])[C:7]([NH:28][CH:29]2[CH2:34][CH2:33][CH:32]([C:35]([O:37]C)=[O:36])[CH2:31][CH2:30]2)=[N:8][C:9]=1[NH:10][C:11]1[CH:16]=[CH:15][C:14]([N:17]2[CH2:22][CH2:21][N:20]([CH3:23])[CH2:19][CH2:18]2)=[C:13]([C:24]([F:27])([F:26])[F:25])[CH:12]=1)(=[O:3])[NH2:2].C1COCC1.[OH-].[Na+].Cl. Product: [C:1]([C:4]1[N:5]=[C:6]([CH2:39][CH3:40])[C:7]([NH:28][CH:29]2[CH2:34][CH2:33][CH:32]([C:35]([OH:37])=[O:36])[CH2:31][CH2:30]2)=[N:8][C:9]=1[NH:10][C:11]1[CH:16]=[CH:15][C:14]([N:17]2[CH2:18][CH2:19][N:20]([CH3:23])[CH2:21][CH2:22]2)=[C:13]([C:24]([F:25])([F:27])[F:26])[CH:12]=1)(=[O:3])[NH2:2]. The catalyst class is: 5. (6) Product: [Br:3][C:4]1[CH:5]=[CH:6][C:7]([CH3:18])=[C:8]([N:10]([CH3:19])[C:11](=[O:17])[O:12][C:13]([CH3:14])([CH3:15])[CH3:16])[CH:9]=1. The catalyst class is: 30. Reactant: [H-].[Na+].[Br:3][C:4]1[CH:5]=[CH:6][C:7]([CH3:18])=[C:8]([NH:10][C:11](=[O:17])[O:12][C:13]([CH3:16])([CH3:15])[CH3:14])[CH:9]=1.[CH3:19]I. (7) Reactant: Br[C:2]1[C:7]([CH3:8])=[CH:6][CH:5]=[CH:4][N:3]=1.C([Li])CCC.CCCCCC.[CH3:20][C:21]1[CH:22]=[C:23]([O:26][C:27]=1[CH3:28])[CH:24]=[O:25].O. Product: [CH3:20][C:21]1[CH:22]=[C:23]([CH:24]([C:2]2[C:7]([CH3:8])=[CH:6][CH:5]=[CH:4][N:3]=2)[OH:25])[O:26][C:27]=1[CH3:28]. The catalyst class is: 7.